This data is from Full USPTO retrosynthesis dataset with 1.9M reactions from patents (1976-2016). The task is: Predict the reactants needed to synthesize the given product. (1) Given the product [Cl:1][C:2]1[C:7]([C:25]#[C:24][C:18]2[CH:23]=[CH:22][CH:21]=[CH:20][CH:19]=2)=[CH:6][N:5]=[C:4]([N:9]=[CH:10][N:11]([CH:15]([CH3:17])[CH3:16])[CH:12]([CH3:14])[CH3:13])[N:3]=1, predict the reactants needed to synthesize it. The reactants are: [Cl:1][C:2]1[C:7](I)=[CH:6][N:5]=[C:4]([N:9]=[CH:10][N:11]([CH:15]([CH3:17])[CH3:16])[CH:12]([CH3:14])[CH3:13])[N:3]=1.[C:18]1([C:24]#[CH:25])[CH:23]=[CH:22][CH:21]=[CH:20][CH:19]=1. (2) Given the product [O:9]1[C:5]2[CH:4]=[CH:3][C:2]([B:19]3[O:20][C:21]([CH3:23])([CH3:22])[C:17]([CH3:24])([CH3:16])[O:18]3)=[CH:10][C:6]=2[S:7][CH2:8]1, predict the reactants needed to synthesize it. The reactants are: Br[C:2]1[CH:3]=[CH:4][C:5]2[O:9][CH2:8][S:7][C:6]=2[CH:10]=1.[Li]CCCC.[CH3:16][C:17]1([CH3:24])[C:21]([CH3:23])([CH3:22])[O:20][BH:19][O:18]1.[NH4+].[Cl-]. (3) Given the product [F:1][C:2]1[CH:3]=[CH:4][C:5]([N+:9]([O-:11])=[O:10])=[C:6]([O:8][CH2:18][CH:19]([CH3:21])[CH3:20])[CH:7]=1, predict the reactants needed to synthesize it. The reactants are: [F:1][C:2]1[CH:3]=[CH:4][C:5]([N+:9]([O-:11])=[O:10])=[C:6]([OH:8])[CH:7]=1.C([O-])([O-])=O.[K+].[K+].[CH2:18](I)[CH:19]([CH3:21])[CH3:20]. (4) Given the product [Br:1][C:2]1[CH:3]=[C:4]2[C:8](=[CH:9][CH:10]=1)[NH:7][N:6]=[C:5]2/[CH:11]=[C:12]1\[O:13][C:14]2[C:21]([CH2:22][N:23]3[CH2:24][CH2:25][NH:26][CH2:27][CH2:28]3)=[C:20]([O:36][CH3:37])[CH:19]=[CH:18][C:15]=2[C:16]\1=[O:17], predict the reactants needed to synthesize it. The reactants are: [Br:1][C:2]1[CH:3]=[C:4]2[C:8](=[CH:9][CH:10]=1)[NH:7][N:6]=[C:5]2/[CH:11]=[C:12]1\[O:13][C:14]2[C:21]([CH2:22][N:23]3[CH2:28][CH2:27][N:26](C(OC(C)(C)C)=O)[CH2:25][CH2:24]3)=[C:20]([O:36][CH3:37])[CH:19]=[CH:18][C:15]=2[C:16]\1=[O:17].FC(F)(F)C(O)=O.